From a dataset of Catalyst prediction with 721,799 reactions and 888 catalyst types from USPTO. Predict which catalyst facilitates the given reaction. (1) Reactant: [F:1][C:2]1[CH:3]=[C:4]([C:9]2([OH:20])[CH2:12][N:11](C(OC(C)(C)C)=O)[CH2:10]2)[CH:5]=[CH:6][C:7]=1[F:8].FC(F)(F)C(O)=O. Product: [F:1][C:2]1[CH:3]=[C:4]([C:9]2([OH:20])[CH2:12][NH:11][CH2:10]2)[CH:5]=[CH:6][C:7]=1[F:8]. The catalyst class is: 4. (2) Reactant: [P:1]([O-:6])([O-:5])([O:3][CH3:4])=[O:2].P([O-])([O-])([O-])=O.[Na].[F:13][C:14]1[C:19]([F:20])=[C:18]([C:21]([F:24])([F:23])[F:22])[CH:17]=[CH:16][C:15]=1[C:25]1[N:26]=[C:27]([NH:30][C:31](=[O:46])[CH2:32][C:33]2[C:41]3[C:40](=[O:42])[N:39]([CH3:43])[C:38](=[O:44])[N:37]([CH3:45])[C:36]=3[S:35][N:34]=2)[S:28][CH:29]=1.P(OCI)(OC(C)(C)C)(OC(C)(C)C)=O. Product: [P:1]([OH:6])([OH:5])([O:3][CH2:4][N:26]1[C:25]([C:15]2[CH:16]=[CH:17][C:18]([C:21]([F:23])([F:24])[F:22])=[C:19]([F:20])[C:14]=2[F:13])=[CH:29][S:28][C:27]1=[N:30][C:31](=[O:46])[CH2:32][C:33]1[C:41]2[C:40](=[O:42])[N:39]([CH3:43])[C:38](=[O:44])[N:37]([CH3:45])[C:36]=2[S:35][N:34]=1)=[O:2]. The catalyst class is: 3. (3) Reactant: [NH2:1]C(O)C.[CH2:5]([CH2:9][C:10](=O)[CH3:11])[C:6]([CH3:8])=O.[C:13]([OH:16])(=O)[CH3:14].C1(C)C=CC=CC=1. Product: [CH3:8][C:6]1[N:1]([CH2:14][CH2:13][OH:16])[C:10]([CH3:11])=[CH:9][CH:5]=1. The catalyst class is: 84. (4) The catalyst class is: 1. Reactant: C([Li])CCC.[CH3:6][S:7][C:8]1[C:9]2[O:16][CH:15]=[CH:14][C:10]=2[N:11]=[CH:12][N:13]=1.CN([CH:20]=[O:21])C.[Cl-].[NH4+]. Product: [CH3:6][S:7][C:8]1[C:9]2[O:16][C:15]([CH:20]=[O:21])=[CH:14][C:10]=2[N:11]=[CH:12][N:13]=1. (5) Reactant: C(N(CC)CC)C.[Br:8][C:9]1[C:10]([CH3:18])=[N:11][C:12]([CH3:17])=[C:13]([Br:16])[C:14]=1O.P(Cl)(Cl)([Cl:21])=O. Product: [Br:8][C:9]1[C:10]([CH3:18])=[N:11][C:12]([CH3:17])=[C:13]([Br:16])[C:14]=1[Cl:21]. The catalyst class is: 22. (6) Reactant: [CH2:1]([O:4][C:5]1([CH3:34])[CH2:10][CH2:9][N:8]([C:11]2[N:16]3[N:17]=[C:18]([CH2:20]I)[CH:19]=[C:15]3[N:14]=[C:13]([CH3:22])[C:12]=2[C@H:23]([O:29][C:30]([CH3:33])([CH3:32])[CH3:31])[C:24]([O:26][CH2:27][CH3:28])=[O:25])[CH2:7][CH2:6]1)[CH:2]=[CH2:3].[CH3:35][C:36]1[CH:37]=[CH:38][C:39]([O:44][C@H:45]([CH2:47][CH:48]=[CH2:49])[CH3:46])=[C:40]([CH2:42][OH:43])[CH:41]=1.[H-].[Na+]. Product: [CH2:1]([O:4][C:5]1([CH3:34])[CH2:10][CH2:9][N:8]([C:11]2[N:16]3[N:17]=[C:18]([CH2:20][O:43][CH2:42][C:40]4[CH:41]=[C:36]([CH3:35])[CH:37]=[CH:38][C:39]=4[O:44][C@H:45]([CH2:47][CH:48]=[CH2:49])[CH3:46])[CH:19]=[C:15]3[N:14]=[C:13]([CH3:22])[C:12]=2[C@H:23]([O:29][C:30]([CH3:33])([CH3:32])[CH3:31])[C:24]([O:26][CH2:27][CH3:28])=[O:25])[CH2:7][CH2:6]1)[CH:2]=[CH2:3]. The catalyst class is: 3.